From a dataset of Catalyst prediction with 721,799 reactions and 888 catalyst types from USPTO. Predict which catalyst facilitates the given reaction. (1) Reactant: [CH2:1]([C:3]1[CH:4]=[C:5]([NH:9][C:10](=[O:12])[CH3:11])[CH:6]=[CH:7][CH:8]=1)[CH3:2].[CH:13]1[CH:18]=[C:17]2[C:19]([C:21](O)([OH:24])[C:22](=[O:23])[C:16]2=[CH:15][CH:14]=1)=[O:20]. Product: [CH2:1]([C:3]1[CH:8]=[CH:7][C:6]([C:21]2([OH:24])[C:19](=[O:20])[C:17]3[C:16](=[CH:15][CH:14]=[CH:13][CH:18]=3)[C:22]2=[O:23])=[C:5]([NH:9][C:10](=[O:12])[CH3:11])[CH:4]=1)[CH3:2]. The catalyst class is: 65. (2) Reactant: [Br:1][C:2]1[CH:3]=[CH:4][C:5]([C:8]2(C#N)[CH2:17][CH2:16][C:11]3(OCC[O:12]3)[CH2:10][CH2:9]2)=[N:6][CH:7]=1.C(=O)([O-])[O-].[K+].[K+]. Product: [Br:1][C:2]1[CH:3]=[CH:4][C:5]([CH:8]2[CH2:9][CH2:10][C:11](=[O:12])[CH2:16][CH2:17]2)=[N:6][CH:7]=1. The catalyst class is: 33. (3) Reactant: [Si:1]([O:18][CH2:19][C:20]([C:23]1[CH:27]=[C:26]([NH:28][C:29]([NH:31][C@@H:32]2[C:41]3[C:36](=[CH:37][CH:38]=[CH:39][CH:40]=3)[C@H:35]([O:42][C:43]3[CH:44]=[CH:45][C:46]4[N:47]([C:49]([N:52]5[CH2:57][CH2:56][CH2:55][CH2:54][C@@H:53]5[CH3:58])=[N:50][N:51]=4)[CH:48]=3)[CH2:34][CH2:33]2)=[O:30])[N:25]([C:59]2[CH:64]=[CH:63][CH:62]=[C:61]([O:65][CH2:66][CH2:67][OH:68])[CH:60]=2)[N:24]=1)([CH3:22])[CH3:21])([C:14]([CH3:17])([CH3:16])[CH3:15])([C:8]1[CH:13]=[CH:12][CH:11]=[CH:10][CH:9]=1)[C:2]1[CH:7]=[CH:6][CH:5]=[CH:4][CH:3]=1.CCN(C(C)C)C(C)C.[CH3:78][S:79](Cl)(=[O:81])=[O:80]. Product: [CH3:78][S:79]([O:68][CH2:67][CH2:66][O:65][C:61]1[CH:62]=[CH:63][CH:64]=[C:59]([N:25]2[C:26]([NH:28][C:29](=[O:30])[NH:31][C@@H:32]3[C:41]4[C:36](=[CH:37][CH:38]=[CH:39][CH:40]=4)[C@H:35]([O:42][C:43]4[CH:44]=[CH:45][C:46]5[N:47]([C:49]([N:52]6[CH2:57][CH2:56][CH2:55][CH2:54][C@@H:53]6[CH3:58])=[N:50][N:51]=5)[CH:48]=4)[CH2:34][CH2:33]3)=[CH:27][C:23]([C:20]([CH3:21])([CH3:22])[CH2:19][O:18][Si:1]([C:14]([CH3:16])([CH3:15])[CH3:17])([C:8]3[CH:13]=[CH:12][CH:11]=[CH:10][CH:9]=3)[C:2]3[CH:3]=[CH:4][CH:5]=[CH:6][CH:7]=3)=[N:24]2)[CH:60]=1)(=[O:81])=[O:80]. The catalyst class is: 754. (4) Reactant: [CH2:1]([SH:3])[CH3:2].Cl[C:5]1[N:10]=[C:9]([C:11]2[C:19]([C:20]3[C:29]4[C:24](=[CH:25][CH:26]=[CH:27][CH:28]=4)[N:23]=[CH:22][CH:21]=3)=[C:14]3[CH:15]=[CH:16][CH:17]=[CH:18][N:13]3[N:12]=2)[CH:8]=[CH:7][CH:6]=1.[H-].[Na+]. Product: [CH2:1]([S:3][C:5]1[N:10]=[C:9]([C:11]2[C:19]([C:20]3[C:29]4[C:24](=[CH:25][CH:26]=[CH:27][CH:28]=4)[N:23]=[CH:22][CH:21]=3)=[C:14]3[CH:15]=[CH:16][CH:17]=[CH:18][N:13]3[N:12]=2)[CH:8]=[CH:7][CH:6]=1)[CH3:2]. The catalyst class is: 85. (5) Reactant: [Cl:1][CH2:2][CH2:3][N:4]([CH2:29][CH2:30][OH:31])[C:5]1[C:22]([N+:23]([O-:25])=[O:24])=[CH:21][C:20]([N+:26]([O-:28])=[O:27])=[CH:19][C:6]=1[C:7]([NH:9][CH2:10][CH2:11][O:12][CH:13]1[CH2:18][CH2:17][CH2:16][CH2:15][O:14]1)=[O:8].CCN(CC)CC.[CH3:39][S:40](Cl)(=[O:42])=[O:41].C([O-])(O)=O.[Na+]. Product: [CH3:39][S:40]([O:31][CH2:30][CH2:29][N:4]([CH2:3][CH2:2][Cl:1])[C:5]1[C:6]([C:7]([NH:9][CH2:10][CH2:11][O:12][CH:13]2[CH2:18][CH2:17][CH2:16][CH2:15][O:14]2)=[O:8])=[CH:19][C:20]([N+:26]([O-:28])=[O:27])=[CH:21][C:22]=1[N+:23]([O-:25])=[O:24])(=[O:42])=[O:41]. The catalyst class is: 2. (6) Reactant: Cl[C:2]1[N:3]=[CH:4][C:5]2[N:11]([CH3:12])[C:10](=[O:13])[CH:9]([CH3:14])[CH2:8][N:7]([CH2:15][CH:16]3[CH2:20][CH2:19][CH2:18][CH2:17]3)[C:6]=2[N:21]=1.[NH2:22][C:23]1[CH:38]=[CH:37][C:26]([C:27]([NH:29][CH:30]2[CH2:35][CH2:34][N:33]([CH3:36])[CH2:32][CH2:31]2)=[O:28])=[CH:25][C:24]=1[O:39][CH3:40].O.C1(C)C=CC(S(O)(=O)=O)=CC=1. Product: [CH:16]1([CH2:15][N:7]2[CH2:8][CH:9]([CH3:14])[C:10](=[O:13])[N:11]([CH3:12])[C:5]3[CH:4]=[N:3][C:2]([NH:22][C:23]4[CH:38]=[CH:37][C:26]([C:27]([NH:29][CH:30]5[CH2:31][CH2:32][N:33]([CH3:36])[CH2:34][CH2:35]5)=[O:28])=[CH:25][C:24]=4[O:39][CH3:40])=[N:21][C:6]2=3)[CH2:20][CH2:19][CH2:18][CH2:17]1. The catalyst class is: 41. (7) Reactant: [CH2:1]([O:8][C@H:9]1[C@H:14]([O:15][CH2:16][C:17]2[CH:22]=[CH:21][CH:20]=[CH:19][CH:18]=2)[C@@H:13]([O:23][CH2:24]C2C=CC=CC=2)[C@@:12]([C:33]2[CH:38]=[CH:37][C:36]([Cl:39])=[C:35]([CH2:40][C:41]3[CH:46]=[CH:45][C:44]([O:47][CH3:48])=[C:43]([F:49])[C:42]=3[F:50])[CH:34]=2)([O:31][CH3:32])[O:11][C:10]1(CO)[CH2:51][OH:52])C1C=CC=CC=1.F[C:56](F)(F)[C:57](O)=O. Product: [CH2:1]([O:8][C@H:9]1[C@H:14]([O:15][CH2:16][C:17]2[CH:22]=[CH:21][CH:20]=[CH:19][CH:18]=2)[C@@H:13]([O:23][CH2:24][C:57]2[CH:56]=[CH:51][CH:10]=[CH:9][CH:14]=2)[C@:12]2([C:33]3[CH:38]=[CH:37][C:36]([Cl:39])=[C:35]([CH2:40][C:41]4[CH:46]=[CH:45][C:44]([O:47][CH3:48])=[C:43]([F:49])[C:42]=4[F:50])[CH:34]=3)[O:11][C@@:10]1([CH2:51][OH:52])[CH2:32][O:31]2)[C:17]1[CH:22]=[CH:21][CH:20]=[CH:19][CH:18]=1. The catalyst class is: 4. (8) Reactant: [Cl:1][C:2]1[CH:10]=[CH:9][C:5]2[CH:6]=[CH:7][O:8][C:4]=2[CH:3]=1.[Li]CCCC.[CH3:16][C:17]1([CH3:28])[C:21]([CH3:23])([CH3:22])[O:20][B:19](OC(C)C)[O:18]1. Product: [Cl:1][C:2]1[CH:10]=[CH:9][C:5]2[CH:6]=[C:7]([B:19]3[O:20][C:21]([CH3:23])([CH3:22])[C:17]([CH3:28])([CH3:16])[O:18]3)[O:8][C:4]=2[CH:3]=1. The catalyst class is: 7.